From a dataset of Reaction yield outcomes from USPTO patents with 853,638 reactions. Predict the reaction yield, written as a fraction of the theoretical maximum amount of product (1.0 means a 100% yield; for example, 0.34 means a 34% yield). (1) The reactants are O[CH:2]=[C:3]1[C:11]2[C:6](=[CH:7][C:8]([C:12]([C:14]3[CH:15]=[C:16]([NH:20][C:21]([C:23]4[CH:24]=[N:25][N:26]([CH3:29])[C:27]=4[Cl:28])=[O:22])[CH:17]=[CH:18][CH:19]=3)=[O:13])=[CH:9][CH:10]=2)[NH:5][C:4]1=[O:30].C1COCC1.[N:36]1([CH2:41][CH2:42][C:43]2[CH:48]=[CH:47][C:46]([NH2:49])=[CH:45][CH:44]=2)[CH2:40][CH2:39][CH2:38][CH2:37]1. The catalyst is CCOC(C)=O.CCCCCC. The product is [O:30]=[C:4]1[C:3](=[CH:2][NH:49][C:46]2[CH:47]=[CH:48][C:43]([CH2:42][CH2:41][N:36]3[CH2:40][CH2:39][CH2:38][CH2:37]3)=[CH:44][CH:45]=2)[C:11]2[C:6](=[CH:7][C:8]([C:12]([C:14]3[CH:15]=[C:16]([NH:20][C:21]([C:23]4[CH:24]=[N:25][N:26]([CH3:29])[C:27]=4[Cl:28])=[O:22])[CH:17]=[CH:18][CH:19]=3)=[O:13])=[CH:9][CH:10]=2)[NH:5]1. The yield is 0.290. (2) The reactants are Br[C:2]1[CH:11]=[C:10]([Br:12])[C:9]2[C:4](=[CH:5][CH:6]=[CH:7][CH:8]=2)[N:3]=1.Cl.[CH3:14][O:15][C:16](=[O:20])[CH2:17][CH2:18][NH2:19].C([O-])([O-])=O.[K+].[K+]. The catalyst is CS(C)=O. The product is [Br:12][C:10]1[C:9]2[C:4](=[CH:5][CH:6]=[CH:7][CH:8]=2)[N:3]=[C:2]([NH:19][CH2:18][CH2:17][C:16]([O:15][CH3:14])=[O:20])[CH:11]=1. The yield is 0.330. (3) The reactants are [NH:1]1[C:5]2=[N:6][CH:7]=[CH:8][CH:9]=[C:4]2[CH:3]=[CH:2]1.[OH-].[Na+]. The catalyst is C(O)=O.C(N(CC)CC)C.[C].[Pd]. The product is [NH:1]1[C:5]2=[N:6][CH:7]=[CH:8][CH:9]=[C:4]2[CH2:3][CH2:2]1. The yield is 0.220. (4) The reactants are [CH3:1][C:2]1[C:10]([N+:11]([O-])=O)=[CH:9][CH:8]=[CH:7][C:3]=1[C:4]([NH2:6])=[O:5]. The catalyst is C(O)C.O1CCCC1.[C].[Pd]. The product is [NH2:11][C:10]1[C:2]([CH3:1])=[C:3]([CH:7]=[CH:8][CH:9]=1)[C:4]([NH2:6])=[O:5]. The yield is 0.910. (5) The reactants are FC(F)(F)S(OS(C(F)(F)F)(=O)=O)(=O)=O.CN(C)[C:18](=[O:21])[CH:19]=[CH2:20].[NH:23]1[C:31]2[C:26](=[CH:27][CH:28]=[CH:29][CH:30]=2)[CH2:25][CH2:24]1. The catalyst is ClC(Cl)C. The product is [CH2:25]1[C:26]2=[C:31]3[C:30](=[CH:29][CH:28]=[CH:27]2)[C:18](=[O:21])[CH2:19][CH2:20][N:23]3[CH2:24]1. The yield is 0.310. (6) The reactants are [CH3:1][C:2]1[C:7](B2OC(C)(C)C(C)(C)O2)=[CH:6][CH:5]=[C:4]([CH3:17])[N:3]=1.Br[C:19]1[CH:24]=[C:23]([CH3:25])[CH:22]=[CH:21][N:20]=1.C(COC)OC.C(=O)([O-])[O-].[K+].[K+]. The catalyst is O.C1C=CC([P]([Pd]([P](C2C=CC=CC=2)(C2C=CC=CC=2)C2C=CC=CC=2)([P](C2C=CC=CC=2)(C2C=CC=CC=2)C2C=CC=CC=2)[P](C2C=CC=CC=2)(C2C=CC=CC=2)C2C=CC=CC=2)(C2C=CC=CC=2)C2C=CC=CC=2)=CC=1. The product is [CH3:1][C:2]1[C:7]([C:19]2[CH:24]=[C:23]([CH3:25])[CH:22]=[CH:21][N:20]=2)=[CH:6][CH:5]=[C:4]([CH3:17])[N:3]=1. The yield is 0.540. (7) The reactants are [CH3:1][C:2]1[CH:3]=[C:4]([C:8]2[N:9]=[C:10]3[CH:15]=[CH:14][CH:13]=[N:12][N:11]3[C:16]=2[C:17]2[CH:22]=[CH:21][N:20]=[C:19]([NH2:23])[CH:18]=2)[CH:5]=[CH:6][CH:7]=1.[C:24]1([N:30]=[C:31]=[O:32])[CH:29]=[CH:28][CH:27]=[CH:26][CH:25]=1.C(=O)([O-])O.[Na+]. The catalyst is ClCCl. The product is [CH3:1][C:2]1[CH:3]=[C:4]([C:8]2[N:9]=[C:10]3[CH:15]=[CH:14][CH:13]=[N:12][N:11]3[C:16]=2[C:17]2[CH:22]=[CH:21][N:20]=[C:19]([NH:23][C:31]([NH:30][C:24]3[CH:29]=[CH:28][CH:27]=[CH:26][CH:25]=3)=[O:32])[CH:18]=2)[CH:5]=[CH:6][CH:7]=1. The yield is 0.420. (8) The reactants are [Cl-].[Cl-].[Cl-].[Al+3].[CH:5]1([NH2:11])[CH2:10][CH2:9][CH2:8][CH2:7][CH2:6]1.C[O:13][C:14]([C:16]1[C:20]([CH2:21][N:22]([CH3:24])[CH3:23])=[C:19]([C:25]2[CH:30]=[CH:29][C:28]([O:31][CH3:32])=[CH:27][CH:26]=2)[N:18]([C:33]2[CH:38]=[CH:37][C:36]([Cl:39])=[CH:35][C:34]=2[Cl:40])[N:17]=1)=O.O. The catalyst is ClCCCl. The product is [CH:5]1([NH:11][C:14]([C:16]2[C:20]([CH2:21][N:22]([CH3:24])[CH3:23])=[C:19]([C:25]3[CH:26]=[CH:27][C:28]([O:31][CH3:32])=[CH:29][CH:30]=3)[N:18]([C:33]3[CH:38]=[CH:37][C:36]([Cl:39])=[CH:35][C:34]=3[Cl:40])[N:17]=2)=[O:13])[CH2:10][CH2:9][CH2:8][CH2:7][CH2:6]1. The yield is 0.930.